The task is: Predict the reactants needed to synthesize the given product.. This data is from Full USPTO retrosynthesis dataset with 1.9M reactions from patents (1976-2016). (1) The reactants are: [NH2:1][CH:2]([C:5]1[CH:10]=[CH:9][CH:8]=[CH:7][N:6]=1)[CH2:3][OH:4].Cl.[OH-].[K+].[C:14](=O)(OC(Cl)(Cl)Cl)[O:15]C(Cl)(Cl)Cl. Given the product [N:6]1[CH:7]=[CH:8][CH:9]=[CH:10][C:5]=1[CH:2]1[CH2:3][O:4][C:14](=[O:15])[NH:1]1, predict the reactants needed to synthesize it. (2) Given the product [ClH:30].[Cl:30][C:20]1[CH:19]=[C:18]([CH2:17][N:13]2[C:14]([CH3:16])=[CH:15][C:11]([C:9]3[NH:8][C:3]4[CH:4]=[CH:5][CH:6]=[CH:7][C:2]=4[N:1]=3)=[N:12]2)[C:26]2[O:25][C:24]([CH:27]([CH3:29])[CH3:28])=[CH:23][C:22]=2[CH:21]=1, predict the reactants needed to synthesize it. The reactants are: [NH2:1][C:2]1[CH:7]=[CH:6][CH:5]=[CH:4][C:3]=1[NH:8][C:9]([C:11]1[CH:15]=[C:14]([CH3:16])[N:13]([CH2:17][C:18]2[C:26]3[O:25][C:24]([CH:27]([CH3:29])[CH3:28])=[CH:23][C:22]=3[CH:21]=[C:20]([Cl:30])[CH:19]=2)[N:12]=1)=O. (3) Given the product [NH:64]([C:76]([O:78][CH2:79][CH:80]1[C:92]2[C:87](=[CH:88][CH:89]=[CH:90][CH:91]=2)[C:86]2[C:81]1=[CH:82][CH:83]=[CH:84][CH:85]=2)=[O:77])[C@H:65]([C:73]([NH:1][C@H:2]([C:15]([N:17]1[CH2:63][CH2:62][CH2:61][C@H:18]1[C:19]([N:21]1[CH2:60][CH2:59][CH2:58][C@H:22]1[C:23]([NH:25][C@H:26]([C:52]([C:54]([CH3:55])([CH3:57])[CH3:56])=[O:53])[CH2:27][CH2:28][CH2:29][NH:30][C:31](=[NH:51])[NH:32][S:33]([C:36]1[C:49]([CH3:50])=[C:47]([CH3:48])[C:46]2[O:45][C:42]([CH3:43])([CH3:44])[CH2:41][CH2:40][C:39]=2[C:37]=1[CH3:38])(=[O:35])=[O:34])=[O:24])=[O:20])=[O:16])[CH2:3][CH2:4][CH2:5][CH2:6][NH:7][C:8]([O:10][C:11]([CH3:13])([CH3:12])[CH3:14])=[O:9])=[O:74])[C@@H:66]([CH3:72])[O:67][C:68]([CH3:70])([CH3:71])[CH3:69], predict the reactants needed to synthesize it. The reactants are: [NH2:1][C@H:2]([C:15]([N:17]1[CH2:63][CH2:62][CH2:61][C@H:18]1[C:19]([N:21]1[CH2:60][CH2:59][CH2:58][C@H:22]1[C:23]([NH:25][C@H:26]([C:52]([C:54]([CH3:57])([CH3:56])[CH3:55])=[O:53])[CH2:27][CH2:28][CH2:29][NH:30][C:31](=[NH:51])[NH:32][S:33]([C:36]1[C:49]([CH3:50])=[C:47]([CH3:48])[C:46]2[O:45][C:42]([CH3:44])([CH3:43])[CH2:41][CH2:40][C:39]=2[C:37]=1[CH3:38])(=[O:35])=[O:34])=[O:24])=[O:20])=[O:16])[CH2:3][CH2:4][CH2:5][CH2:6][NH:7][C:8]([O:10][C:11]([CH3:14])([CH3:13])[CH3:12])=[O:9].[NH:64]([C:76]([O:78][CH2:79][CH:80]1[C:92]2[C:87](=[CH:88][CH:89]=[CH:90][CH:91]=2)[C:86]2[C:81]1=[CH:82][CH:83]=[CH:84][CH:85]=2)=[O:77])[C@H:65]([C:73](O)=[O:74])[C@@H:66]([CH3:72])[O:67][C:68]([CH3:71])([CH3:70])[CH3:69].CN(C(ON1N=NC2C=CC=NC1=2)=[N+](C)C)C.F[P-](F)(F)(F)(F)F.CCN(C(C)C)C(C)C. (4) Given the product [Cl:40][C:22]1[CH:23]=[CH:24][C:25]([S:27]([N:30]2[C:39]3[C:34](=[CH:35][CH:36]=[CH:37][CH:38]=3)[CH2:33][CH2:32][CH2:31]2)(=[O:28])=[O:29])=[CH:26][C:21]=1[N:13]1[C:12](=[O:41])[C:11]2[C:16](=[CH:17][CH:18]=[CH:19][C:10]=2[CH2:9][OH:8])[NH:15][C:14]1=[O:20], predict the reactants needed to synthesize it. The reactants are: [Si]([O:8][CH2:9][C:10]1[CH:19]=[CH:18][CH:17]=[C:16]2[C:11]=1[C:12](=[O:41])[N:13]([C:21]1[CH:26]=[C:25]([S:27]([N:30]3[C:39]4[C:34](=[CH:35][CH:36]=[CH:37][CH:38]=4)[CH2:33][CH2:32][CH2:31]3)(=[O:29])=[O:28])[CH:24]=[CH:23][C:22]=1[Cl:40])[C:14](=[O:20])[NH:15]2)(C(C)(C)C)(C)C.[F-].C([N+](CCCC)(CCCC)CCCC)CCC. (5) Given the product [CH2:8]([O:10][C:11](=[O:12])[CH2:13][CH2:14][C:15]1[CH:20]=[CH:19][C:18]([C:2]2[CH:3]=[N:4][CH:5]=[CH:6][CH:7]=2)=[CH:17][CH:16]=1)[CH3:9], predict the reactants needed to synthesize it. The reactants are: Br[C:2]1[CH:3]=[N:4][CH:5]=[CH:6][CH:7]=1.[CH2:8]([O:10][C:11]([CH2:13][CH2:14][C:15]1[CH:20]=[CH:19][C:18](B(O)O)=[CH:17][CH:16]=1)=[O:12])[CH3:9]. (6) Given the product [CH3:22][CH:21]([CH3:23])[CH2:20][S:17]([N:13]1[CH2:14][CH2:15][CH2:16][C@H:11]([NH:10][C:3]2[C:2]([C:37]3[N:38]=[C:33]4[CH:32]=[CH:31][NH:30][C:34]4=[N:35][CH:36]=3)=[CH:7][N:6]=[CH:5][N:4]=2)[CH2:12]1)(=[O:19])=[O:18], predict the reactants needed to synthesize it. The reactants are: Br[C:2]1[C:3]([NH:10][C@H:11]2[CH2:16][CH2:15][CH2:14][N:13]([S:17]([CH2:20][CH:21]([CH3:23])[CH3:22])(=[O:19])=[O:18])[CH2:12]2)=[N:4][C:5](SC)=[N:6][CH:7]=1.C[Si](C)(C)CCOC[N:30]1[C:34]2=[N:35][CH:36]=[C:37]([Sn](C)(C)C)[N:38]=[C:33]2[CH:32]=[CH:31]1.